From a dataset of Catalyst prediction with 721,799 reactions and 888 catalyst types from USPTO. Predict which catalyst facilitates the given reaction. (1) Reactant: [NH2:1][C:2]1[C:7]([F:8])=[CH:6][N:5]([S:9]([C:12]2[CH:17]=[CH:16][CH:15]=[CH:14][CH:13]=2)(=[O:11])=[O:10])[C:4](=[O:18])[N:3]=1.[H-].[Na+].[C:21](=O)([O:29]C1C=CC=CC=1)[O:22][C:23]1[CH:28]=[CH:27][CH:26]=[CH:25][CH:24]=1. Product: [C:23]1([O:22][C:21](=[O:29])[NH:1][C:2]2[C:7]([F:8])=[CH:6][N:5]([S:9]([C:12]3[CH:17]=[CH:16][CH:15]=[CH:14][CH:13]=3)(=[O:10])=[O:11])[C:4](=[O:18])[N:3]=2)[CH:28]=[CH:27][CH:26]=[CH:25][CH:24]=1. The catalyst class is: 49. (2) Reactant: [Br:1]/[C:2](/[C:22]1[CH:27]=[CH:26][CH:25]=[C:24]([CH:28]=O)[CH:23]=1)=[CH:3]\[C:4]1[CH:9]=[CH:8][C:7]([N:10]2[CH2:14][C@H:13]([CH2:15][NH:16][C:17](=[O:19])[CH3:18])[O:12][C:11]2=[O:20])=[CH:6][C:5]=1[F:21].Cl.[CH3:31][NH:32][CH3:33].C(O)(=O)C.C(O[B-](OC(=O)C)(OC(=O)C)C#N)(=O)C.[Na+]. Product: [Br:1]/[C:2](/[C:22]1[CH:27]=[CH:26][CH:25]=[C:24]([CH2:28][N:32]([CH3:33])[CH3:31])[CH:23]=1)=[CH:3]\[C:4]1[CH:9]=[CH:8][C:7]([N:10]2[CH2:14][C@H:13]([CH2:15][NH:16][C:17](=[O:19])[CH3:18])[O:12][C:11]2=[O:20])=[CH:6][C:5]=1[F:21]. The catalyst class is: 1. (3) Reactant: [N+:1]([C:4]1[CH:8]=[N:7][NH:6][C:5]=1[NH2:9])([O-:3])=[O:2].CN([CH:13]=[CH:14][C:15]([C:17]1[O:21][CH:20]=[CH:19][CH:18]=1)=O)C. The catalyst class is: 15. Product: [O:21]1[CH:20]=[CH:19][CH:18]=[C:17]1[C:15]1[N:6]2[N:7]=[CH:8][C:4]([N+:1]([O-:3])=[O:2])=[C:5]2[N:9]=[CH:13][CH:14]=1.